Dataset: Full USPTO retrosynthesis dataset with 1.9M reactions from patents (1976-2016). Task: Predict the reactants needed to synthesize the given product. Given the product [CH3:1][O:2][C:3]1[C:8]([NH:9][S:20]([C:13]2[C:14]([CH3:19])=[CH:15][C:16]([CH3:18])=[CH:17][C:12]=2[CH3:24])(=[O:22])=[O:21])=[CH:7][CH:6]=[C:5]([O:10][CH3:11])[N:4]=1, predict the reactants needed to synthesize it. The reactants are: [CH3:1][O:2][C:3]1[C:8]([NH2:9])=[CH:7][CH:6]=[C:5]([O:10][CH3:11])[N:4]=1.[C:12]1([CH3:24])[CH:17]=[C:16]([CH3:18])[CH:15]=[C:14]([CH3:19])[C:13]=1[S:20](Cl)(=[O:22])=[O:21].C([O-])([O-])=O.[Na+].[Na+].